This data is from Forward reaction prediction with 1.9M reactions from USPTO patents (1976-2016). The task is: Predict the product of the given reaction. (1) Given the reactants [SH:1][C:2]1[N:7]=[CH:6][CH:5]=[CH:4][N:3]=1.F[C:9]1[CH:14]=[CH:13][CH:12]=[CH:11][C:10]=1[N+:15]([O-:17])=[O:16].C(=O)([O-])[O-].[K+].[K+], predict the reaction product. The product is: [N+:15]([C:10]1[CH:11]=[CH:12][CH:13]=[CH:14][C:9]=1[S:1][C:2]1[N:7]=[CH:6][CH:5]=[CH:4][N:3]=1)([O-:17])=[O:16]. (2) Given the reactants [NH2:1][C:2]1[N:6]([C:7]2[CH:12]=[CH:11][C:10]([CH:13]=[C:14]([CH3:20])[C:15]([O:17][CH2:18][CH3:19])=[O:16])=[CH:9][CH:8]=2)[N:5]=[C:4]([C:21]([CH3:24])([CH3:23])[CH3:22])[CH:3]=1, predict the reaction product. The product is: [NH2:1][C:2]1[N:6]([C:7]2[CH:8]=[CH:9][C:10]([CH2:13][CH:14]([CH3:20])[C:15]([O:17][CH2:18][CH3:19])=[O:16])=[CH:11][CH:12]=2)[N:5]=[C:4]([C:21]([CH3:23])([CH3:22])[CH3:24])[CH:3]=1. (3) Given the reactants [F:1][C:2]1([C:6]2[C:7]([O:15][C@@H:16]([CH3:21])[C:17]([F:20])([F:19])[F:18])=[CH:8][C:9]([C:12](O)=[O:13])=[N:10][CH:11]=2)[CH2:5][O:4][CH2:3]1.[NH2:22][C:23]1([CH2:29][C:30]([NH2:32])=[O:31])[CH2:26][S:25](=[O:28])(=[O:27])[CH2:24]1, predict the reaction product. The product is: [NH2:32][C:30](=[O:31])[CH2:29][C:23]1([NH:22][C:12]([C:9]2[CH:8]=[C:7]([O:15][C@@H:16]([CH3:21])[C:17]([F:20])([F:18])[F:19])[C:6]([C:2]3([F:1])[CH2:3][O:4][CH2:5]3)=[CH:11][N:10]=2)=[O:13])[CH2:24][S:25](=[O:27])(=[O:28])[CH2:26]1. (4) Given the reactants [CH3:1][O-:2].[Na+].Cl[C:5]1[N:10]=[N:9][C:8]([N:11]2[C:15]([C:16]3[CH:20]=[CH:19][N:18]([CH3:21])[CH:17]=3)=[CH:14][C:13]([C:22]([O:24]C)=[O:23])=[N:12]2)=[CH:7][CH:6]=1.[OH-].[Na+], predict the reaction product. The product is: [CH3:1][O:2][C:5]1[N:10]=[N:9][C:8]([N:11]2[C:15]([C:16]3[CH:20]=[CH:19][N:18]([CH3:21])[CH:17]=3)=[CH:14][C:13]([C:22]([OH:24])=[O:23])=[N:12]2)=[CH:7][CH:6]=1.